Dataset: NCI-60 drug combinations with 297,098 pairs across 59 cell lines. Task: Regression. Given two drug SMILES strings and cell line genomic features, predict the synergy score measuring deviation from expected non-interaction effect. (1) Drug 1: C1=NC2=C(N=C(N=C2N1C3C(C(C(O3)CO)O)O)F)N. Drug 2: C(=O)(N)NO. Cell line: KM12. Synergy scores: CSS=-5.10, Synergy_ZIP=3.86, Synergy_Bliss=4.91, Synergy_Loewe=0.0621, Synergy_HSA=-2.27. (2) Synergy scores: CSS=41.4, Synergy_ZIP=-3.79, Synergy_Bliss=-3.62, Synergy_Loewe=2.19, Synergy_HSA=4.97. Drug 2: C1=CC(=CC=C1CCC2=CNC3=C2C(=O)NC(=N3)N)C(=O)NC(CCC(=O)O)C(=O)O. Cell line: A498. Drug 1: CC1=C2C(C(=O)C3(C(CC4C(C3C(C(C2(C)C)(CC1OC(=O)C(C(C5=CC=CC=C5)NC(=O)OC(C)(C)C)O)O)OC(=O)C6=CC=CC=C6)(CO4)OC(=O)C)OC)C)OC. (3) Drug 1: CC1=C(C=C(C=C1)NC(=O)C2=CC=C(C=C2)CN3CCN(CC3)C)NC4=NC=CC(=N4)C5=CN=CC=C5. Drug 2: C1=NC(=NC(=O)N1C2C(C(C(O2)CO)O)O)N. Cell line: BT-549. Synergy scores: CSS=25.0, Synergy_ZIP=-7.21, Synergy_Bliss=-1.69, Synergy_Loewe=-19.9, Synergy_HSA=-4.70. (4) Drug 1: C1=NC2=C(N1)C(=S)N=CN2. Drug 2: COC1=NC(=NC2=C1N=CN2C3C(C(C(O3)CO)O)O)N. Cell line: HCC-2998. Synergy scores: CSS=-5.43, Synergy_ZIP=1.70, Synergy_Bliss=-1.22, Synergy_Loewe=-9.09, Synergy_HSA=-5.81. (5) Drug 1: CC1=C2C(C(=O)C3(C(CC4C(C3C(C(C2(C)C)(CC1OC(=O)C(C(C5=CC=CC=C5)NC(=O)C6=CC=CC=C6)O)O)OC(=O)C7=CC=CC=C7)(CO4)OC(=O)C)O)C)OC(=O)C. Drug 2: CS(=O)(=O)OCCCCOS(=O)(=O)C. Cell line: HOP-62. Synergy scores: CSS=16.5, Synergy_ZIP=-3.89, Synergy_Bliss=0.250, Synergy_Loewe=-15.7, Synergy_HSA=-5.46. (6) Drug 1: COC1=CC(=CC(=C1O)OC)C2C3C(COC3=O)C(C4=CC5=C(C=C24)OCO5)OC6C(C(C7C(O6)COC(O7)C8=CC=CS8)O)O. Drug 2: CC1=C(N=C(N=C1N)C(CC(=O)N)NCC(C(=O)N)N)C(=O)NC(C(C2=CN=CN2)OC3C(C(C(C(O3)CO)O)O)OC4C(C(C(C(O4)CO)O)OC(=O)N)O)C(=O)NC(C)C(C(C)C(=O)NC(C(C)O)C(=O)NCCC5=NC(=CS5)C6=NC(=CS6)C(=O)NCCC[S+](C)C)O. Cell line: U251. Synergy scores: CSS=61.4, Synergy_ZIP=9.03, Synergy_Bliss=9.04, Synergy_Loewe=6.10, Synergy_HSA=10.7. (7) Drug 1: CC1=C2C(C(=O)C3(C(CC4C(C3C(C(C2(C)C)(CC1OC(=O)C(C(C5=CC=CC=C5)NC(=O)C6=CC=CC=C6)O)O)OC(=O)C7=CC=CC=C7)(CO4)OC(=O)C)O)C)OC(=O)C. Drug 2: C(CN)CNCCSP(=O)(O)O. Cell line: MDA-MB-231. Synergy scores: CSS=22.7, Synergy_ZIP=-4.47, Synergy_Bliss=-7.49, Synergy_Loewe=-21.6, Synergy_HSA=-5.29. (8) Drug 1: C1CN1C2=NC(=NC(=N2)N3CC3)N4CC4. Drug 2: C1CC(=O)NC(=O)C1N2CC3=C(C2=O)C=CC=C3N. Cell line: BT-549. Synergy scores: CSS=24.6, Synergy_ZIP=-2.41, Synergy_Bliss=0.301, Synergy_Loewe=-4.96, Synergy_HSA=0.730. (9) Drug 1: C1CC(C1)(C(=O)O)C(=O)O.[NH2-].[NH2-].[Pt+2]. Drug 2: CCN(CC)CCNC(=O)C1=C(NC(=C1C)C=C2C3=C(C=CC(=C3)F)NC2=O)C. Cell line: MALME-3M. Synergy scores: CSS=0.724, Synergy_ZIP=2.13, Synergy_Bliss=4.07, Synergy_Loewe=-3.64, Synergy_HSA=-1.96. (10) Drug 1: CC1=CC2C(CCC3(C2CCC3(C(=O)C)OC(=O)C)C)C4(C1=CC(=O)CC4)C. Drug 2: CC1=C(C=C(C=C1)NC(=O)C2=CC=C(C=C2)CN3CCN(CC3)C)NC4=NC=CC(=N4)C5=CN=CC=C5. Cell line: SK-MEL-2. Synergy scores: CSS=13.9, Synergy_ZIP=6.35, Synergy_Bliss=13.3, Synergy_Loewe=10.2, Synergy_HSA=10.8.